Dataset: Peptide-MHC class II binding affinity with 134,281 pairs from IEDB. Task: Regression. Given a peptide amino acid sequence and an MHC pseudo amino acid sequence, predict their binding affinity value. This is MHC class II binding data. (1) The peptide sequence is MGSLEMVPMGAGPPSPGGDP. The MHC is DRB5_0101 with pseudo-sequence DRB5_0101. The binding affinity (normalized) is 0.358. (2) The MHC is HLA-DPA10103-DPB10301 with pseudo-sequence HLA-DPA10103-DPB10301. The peptide sequence is EAAFNKAIKESTGGA. The binding affinity (normalized) is 0.389.